Dataset: Reaction yield outcomes from USPTO patents with 853,638 reactions. Task: Predict the reaction yield, written as a fraction of the theoretical maximum amount of product (1.0 means a 100% yield; for example, 0.34 means a 34% yield). (1) The reactants are [F:1][C:2]1[CH:10]=[C:9]2[C:5]([CH:6]=[CH:7][N:8]2[S:11]([C:14]2[CH:19]=[CH:18][CH:17]=[CH:16][CH:15]=2)(=[O:13])=[O:12])=[CH:4][CH:3]=1.[Br:20]Br.[O-]S([O-])(=S)=O.[Na+].[Na+]. The catalyst is C(Cl)Cl. The product is [Br:20][C:6]1[C:5]2[C:9](=[CH:10][C:2]([F:1])=[CH:3][CH:4]=2)[N:8]([S:11]([C:14]2[CH:19]=[CH:18][CH:17]=[CH:16][CH:15]=2)(=[O:13])=[O:12])[CH:7]=1. The yield is 0.990. (2) The reactants are Cl[C:2]1[CH:7]=[C:6]([NH:8][C:9]2[CH:19]=[CH:18][CH:17]=[CH:16][C:10]=2[C:11]([NH:13][O:14][CH3:15])=[O:12])[C:5]([Cl:20])=[CH:4][N:3]=1.[CH3:21][N:22]1[C:26]([CH3:27])=[C:25]([NH2:28])[CH:24]=[N:23]1.C(=O)([O-])[O-].[Cs+].[Cs+].C1C=CC(P(C2C(C3C(P(C4C=CC=CC=4)C4C=CC=CC=4)=CC=C4C=3C=CC=C4)=C3C(C=CC=C3)=CC=2)C2C=CC=CC=2)=CC=1. The catalyst is C([O-])(=O)C.[Pd+2].C([O-])(=O)C.O1CCOCC1.C1COCC1. The product is [Cl:20][C:5]1[C:6]([NH:8][C:9]2[CH:19]=[CH:18][CH:17]=[CH:16][C:10]=2[C:11]([NH:13][O:14][CH3:15])=[O:12])=[CH:7][C:2]([NH:28][C:25]2[CH:24]=[N:23][N:22]([CH3:21])[C:26]=2[CH3:27])=[N:3][CH:4]=1. The yield is 0.0730. (3) The reactants are [F:1][C:2]1[CH:3]=[C:4]2[C:11](=[CH:12][CH:13]=1)[C:7]([CH2:8][CH2:9][NH2:10])=[CH:6][NH:5]2.Cl.[C:15](OCC)(=O)C.Cl.[OH-].[Na+]. The catalyst is O1CCCC1.O. The product is [F:1][C:2]1[CH:3]=[C:4]2[C:11]([C:7]3[CH2:8][CH2:9][NH:10][CH2:15][C:6]=3[NH:5]2)=[CH:12][CH:13]=1. The yield is 0.680. (4) The reactants are [O:1]1[CH2:6][CH2:5][O:4][C:3]2[CH:7]=[C:8]([C:11]3[C:12]([CH3:19])=[C:13]([CH2:17][OH:18])[CH:14]=[CH:15][CH:16]=3)[CH:9]=[CH:10][C:2]1=2.[F:20][C:21]1[C:22](O)=[CH:23][C:24]([OH:29])=[C:25]([CH:28]=1)[CH:26]=[O:27].C1(P(C2C=CC=CC=2)C2C=CC=CC=2)C=CC=CC=1.N(C(OC(C)C)=O)=NC(OC(C)C)=O. The catalyst is C1COCC1. The product is [O:1]1[CH2:6][CH2:5][O:4][C:3]2[CH:7]=[C:8]([C:11]3[C:12]([CH3:19])=[C:13]([CH:14]=[CH:15][CH:16]=3)[CH2:17][O:18][C:22]3[C:21]([F:20])=[CH:28][C:25]([CH:26]=[O:27])=[C:24]([OH:29])[CH:23]=3)[CH:9]=[CH:10][C:2]1=2. The yield is 0.396. (5) The reactants are [F:1][C:2]1[CH:3]=[C:4]([N:9]2[CH:13]=[N:12][C:11]([C:14]([O:16]CC)=[O:15])=[N:10]2)[CH:5]=[CH:6][C:7]=1[F:8].[OH-].[Na+]. The catalyst is CCO.O. The product is [F:1][C:2]1[CH:3]=[C:4]([N:9]2[CH:13]=[N:12][C:11]([C:14]([OH:16])=[O:15])=[N:10]2)[CH:5]=[CH:6][C:7]=1[F:8]. The yield is 0.840.